This data is from Catalyst prediction with 721,799 reactions and 888 catalyst types from USPTO. The task is: Predict which catalyst facilitates the given reaction. The catalyst class is: 5. Product: [NH2:11][C:6]1[CH:5]=[CH:4][CH:3]=[C:2]([OH:1])[C:7]=1[C:8]([O:9][CH3:10])=[O:13]. Reactant: [OH:1][C:2]1[C:7]2[C:8](=[O:13])[O:9][C:10](=O)[NH:11][C:6]=2[CH:5]=[CH:4][CH:3]=1.